Dataset: Catalyst prediction with 721,799 reactions and 888 catalyst types from USPTO. Task: Predict which catalyst facilitates the given reaction. (1) Reactant: [CH:1]([C:3]1[CH:11]=[C:10]2[C:6]([CH:7]=[CH:8][N:9]2[C:12]([O:14][C:15]([CH3:18])([CH3:17])[CH3:16])=[O:13])=[CH:5][CH:4]=1)=[O:2].[BH4-].[Na+]. Product: [OH:2][CH2:1][C:3]1[CH:11]=[C:10]2[C:6]([CH:7]=[CH:8][N:9]2[C:12]([O:14][C:15]([CH3:18])([CH3:17])[CH3:16])=[O:13])=[CH:5][CH:4]=1. The catalyst class is: 8. (2) Reactant: C(=O)([O-])[O-].[K+].[K+].[OH:7][N:8]1[C:12](=[O:13])[C:11]2=[CH:14][CH:15]=[CH:16][CH:17]=[C:10]2[C:9]1=[O:18].[CH:19](Br)([CH3:21])[CH3:20].O. Product: [CH:19]([O:7][N:8]1[C:9](=[O:18])[C:10]2[C:11](=[CH:14][CH:15]=[CH:16][CH:17]=2)[C:12]1=[O:13])([CH3:21])[CH3:20]. The catalyst class is: 16. (3) Reactant: [Br:1][C:2]1[CH:3]=[C:4]([CH:8]=[C:9]([I:11])[CH:10]=1)[C:5]([OH:7])=[O:6].Cl.CN(C)CCCN=C=NCC.[C:24](O)([CH3:27])([CH3:26])[CH3:25]. Product: [C:24]([O:6][C:5](=[O:7])[C:4]1[CH:8]=[C:9]([I:11])[CH:10]=[C:2]([Br:1])[CH:3]=1)([CH3:27])([CH3:26])[CH3:25]. The catalyst class is: 64. (4) Reactant: [CH3:1][C:2]([N+:8]([O-:10])=[O:9])([CH3:7])[CH2:3][CH2:4][C:5]#N.[H-].C([Al+]CC(C)C)C(C)C.CCCCCC.O.S([O-])([O-])(=O)=[O:29].[Mg+2]. Product: [CH3:1][C:2]([N+:8]([O-:10])=[O:9])([CH3:7])[CH2:3][CH2:4][CH:5]=[O:29]. The catalyst class is: 2. (5) The catalyst class is: 21. Product: [CH2:42]([O:45][C:46](=[O:49])[CH2:47][O:18][C:15]1[CH:16]=[CH:17][C:12]([S:11][CH:10]([C:20]2[S:24][C:23]([C:25]3[CH:26]=[CH:27][C:28]([C:31]([F:34])([F:33])[F:32])=[CH:29][CH:30]=3)=[N:22][C:21]=2[CH3:35])[CH2:9][C:3]2[C:4]([F:8])=[CH:5][CH:6]=[CH:7][C:2]=2[Cl:1])=[CH:13][C:14]=1[CH3:19])[CH:43]=[CH2:44]. Reactant: [Cl:1][C:2]1[CH:7]=[CH:6][CH:5]=[C:4]([F:8])[C:3]=1[CH2:9][CH:10]([C:20]1[S:24][C:23]([C:25]2[CH:30]=[CH:29][C:28]([C:31]([F:34])([F:33])[F:32])=[CH:27][CH:26]=2)=[N:22][C:21]=1[CH3:35])[S:11][C:12]1[CH:17]=[CH:16][C:15]([OH:18])=[C:14]([CH3:19])[CH:13]=1.C(=O)([O-])[O-].[K+].[K+].[CH2:42]([O:45][C:46](=[O:49])[CH2:47]Br)[CH:43]=[CH2:44]. (6) Reactant: [C:1]([O:5][C:6](=[O:25])[N:7]([CH2:9][C:10]1[CH:14]=[C:13](Br)[N:12]([S:16]([C:19]2[CH:20]=[N:21][CH:22]=[CH:23][CH:24]=2)(=[O:18])=[O:17])[CH:11]=1)[CH3:8])([CH3:4])([CH3:3])[CH3:2].O.[F:27][C:28]1[CH:29]=[N:30][CH:31]=[CH:32][C:33]=1B(O)O.C(=O)([O-])O.[Na+].COCCOC. Product: [C:1]([O:5][C:6](=[O:25])[N:7]([CH2:9][C:10]1[CH:14]=[C:13]([C:33]2[CH:32]=[CH:31][N:30]=[CH:29][C:28]=2[F:27])[N:12]([S:16]([C:19]2[CH:20]=[N:21][CH:22]=[CH:23][CH:24]=2)(=[O:18])=[O:17])[CH:11]=1)[CH3:8])([CH3:4])([CH3:3])[CH3:2]. The catalyst class is: 103.